Dataset: Full USPTO retrosynthesis dataset with 1.9M reactions from patents (1976-2016). Task: Predict the reactants needed to synthesize the given product. (1) Given the product [Cl:19][C:13]1[CH:14]=[CH:15][CH:16]=[C:17]([Cl:18])[C:12]=1[CH2:11][C:10]([C:4]1[C:5]([O:8][CH3:9])=[CH:6][CH:7]=[C:2]([C:24]2[S:23][CH:27]=[CH:26][CH:25]=2)[C:3]=1[O:21][CH3:22])=[O:20], predict the reactants needed to synthesize it. The reactants are: Br[C:2]1[C:3]([O:21][CH3:22])=[C:4]([C:10](=[O:20])[CH2:11][C:12]2[C:17]([Cl:18])=[CH:16][CH:15]=[CH:14][C:13]=2[Cl:19])[C:5]([O:8][CH3:9])=[CH:6][CH:7]=1.[S:23]1[CH:27]=[CH:26][CH:25]=[C:24]1B(O)O. (2) Given the product [CH2:26]([O:29][N:30]([C@H:13]1[CH2:12][N:11]([C:19]([O:21][C:22]([CH3:23])([CH3:25])[CH3:24])=[O:20])[C@H:10]([CH2:9][O:8][Si:1]([C:4]([CH3:5])([CH3:6])[CH3:7])([CH3:2])[CH3:3])[C:15]([CH2:16][CH3:17])=[CH:14]1)[S:31]([C:34]1[CH:39]=[CH:38][CH:37]=[CH:36][C:35]=1[N+:40]([O-:42])=[O:41])(=[O:33])=[O:32])[CH:27]=[CH2:28], predict the reactants needed to synthesize it. The reactants are: [Si:1]([O:8][CH2:9][C@@H:10]1[C:15]([CH2:16][CH3:17])=[CH:14][C@H:13](O)[CH2:12][N:11]1[C:19]([O:21][C:22]([CH3:25])([CH3:24])[CH3:23])=[O:20])([C:4]([CH3:7])([CH3:6])[CH3:5])([CH3:3])[CH3:2].[CH2:26]([O:29][NH:30][S:31]([C:34]1[CH:39]=[CH:38][CH:37]=[CH:36][C:35]=1[N+:40]([O-:42])=[O:41])(=[O:33])=[O:32])[CH:27]=[CH2:28].C1(P(C2C=CC=CC=2)C2C=CC=CC=2)C=CC=CC=1.N(/C(OC(C)C)=O)=N\C(OC(C)C)=O. (3) Given the product [NH2:35][C:32]1[N:33]=[CH:34][C:29]([C:2]2[N:3]=[C:4]([N:15]3[CH2:20][CH2:19][O:18][CH2:17][CH2:16]3)[C:5]3[CH:10]=[C:9]([C:11]([OH:14])([CH3:13])[CH3:12])[S:8][C:6]=3[N:7]=2)=[CH:30][N:31]=1, predict the reactants needed to synthesize it. The reactants are: Cl[C:2]1[N:3]=[C:4]([N:15]2[CH2:20][CH2:19][O:18][CH2:17][CH2:16]2)[C:5]2[CH:10]=[C:9]([C:11]([OH:14])([CH3:13])[CH3:12])[S:8][C:6]=2[N:7]=1.CC1(C)C(C)(C)OB([C:29]2[CH:30]=[N:31][C:32]([NH2:35])=[N:33][CH:34]=2)O1. (4) Given the product [CH3:30][O:29][C:27]([CH:23]1[CH2:24][CH2:25][CH2:26][N:22]1[C:12]([C:10]1[CH:9]=[CH:8][C:7]([N:15]2[CH2:18][C:17]([F:20])([F:19])[CH2:16]2)=[C:6]([O:5][CH2:4][CH:1]2[CH2:2][CH2:3]2)[N:11]=1)=[O:14])=[O:28], predict the reactants needed to synthesize it. The reactants are: [CH:1]1([CH2:4][O:5][C:6]2[N:11]=[C:10]([C:12]([OH:14])=O)[CH:9]=[CH:8][C:7]=2[N:15]2[CH2:18][C:17]([F:20])([F:19])[CH2:16]2)[CH2:3][CH2:2]1.Cl.[NH:22]1[CH2:26][CH2:25][CH2:24][CH:23]1[C:27]([O:29][CH3:30])=[O:28].CN(C(ON1N=NC2C=CC=CC1=2)=[N+](C)C)C.[B-](F)(F)(F)F.CCN(C(C)C)C(C)C. (5) Given the product [CH3:1][C:2]1[CH:7]=[CH:6][C:5]([C:8]2[O:12][N:11]=[CH:10][C:9]=2[C:13]([N:25]2[CH2:24][CH2:23][C:22]([C:16]3[CH:21]=[CH:20][CH:19]=[CH:18][CH:17]=3)([C:28]#[N:29])[CH2:27][CH2:26]2)=[O:14])=[CH:4][CH:3]=1, predict the reactants needed to synthesize it. The reactants are: [CH3:1][C:2]1[CH:7]=[CH:6][C:5]([C:8]2[O:12][N:11]=[CH:10][C:9]=2[C:13](Cl)=[O:14])=[CH:4][CH:3]=1.[C:16]1([C:22]2([C:28]#[N:29])[CH2:27][CH2:26][NH:25][CH2:24][CH2:23]2)[CH:21]=[CH:20][CH:19]=[CH:18][CH:17]=1. (6) Given the product [CH:1]1([C:7]2[C:8]3[CH:9]=[CH:10][C:11]([C:39]([NH:79][CH2:73][C:74]4[O:78][CH:77]=[CH:76][CH:75]=4)=[O:40])=[CH:12][C:13]=3[N:14]3[CH2:20][C:19]([C:21]([N:23]4[CH2:24][CH2:25][CH:26]([N:29]5[CH2:30][CH2:31][O:32][CH2:33][CH2:34]5)[CH2:27][CH2:28]4)=[O:22])=[CH:18][C:17]4[CH:35]=[CH:36][CH:37]=[CH:38][C:16]=4[C:15]=23)[CH2:6][CH2:5][CH2:4][CH2:3][CH2:2]1, predict the reactants needed to synthesize it. The reactants are: [CH:1]1([C:7]2[C:8]3[CH:9]=[CH:10][C:11]([C:39](O)=[O:40])=[CH:12][C:13]=3[N:14]3[CH2:20][C:19]([C:21]([N:23]4[CH2:28][CH2:27][CH:26]([N:29]5[CH2:34][CH2:33][O:32][CH2:31][CH2:30]5)[CH2:25][CH2:24]4)=[O:22])=[CH:18][C:17]4[CH:35]=[CH:36][CH:37]=[CH:38][C:16]=4[C:15]=23)[CH2:6][CH2:5][CH2:4][CH2:3][CH2:2]1.C(N(CC)C(C)C)(C)C.Cl.CN(C)CCCN=C=NCC.ON1C2C=CC=CC=2N=N1.[CH2:73]([NH2:79])[C:74]1[O:78][CH:77]=[CH:76][CH:75]=1. (7) Given the product [C:29]1([C:19]2[C:18]([C:15]3[CH:14]=[CH:13][C:12]([C:8]4([NH2:7])[CH2:9][CH2:10][CH2:11]4)=[CH:17][CH:16]=3)=[N:23][N:22]3[C:24]([CH:27]=[CH2:28])=[CH:25][N:26]=[C:21]3[CH:20]=2)[CH:30]=[CH:31][CH:32]=[CH:33][CH:34]=1, predict the reactants needed to synthesize it. The reactants are: C(OC(=O)[NH:7][C:8]1([C:12]2[CH:17]=[CH:16][C:15]([C:18]3[C:19]([C:29]4[CH:34]=[CH:33][CH:32]=[CH:31][CH:30]=4)=[CH:20][C:21]4[N:22]([C:24]([CH:27]=[CH2:28])=[CH:25][N:26]=4)[N:23]=3)=[CH:14][CH:13]=2)[CH2:11][CH2:10][CH2:9]1)(C)(C)C. (8) The reactants are: [C:1]1([CH:7]=[CH:8][C:9]2[CH:13]=[C:12]([CH2:14][CH2:15][CH:16]=O)[O:11][N:10]=2)[CH:6]=[CH:5][CH:4]=[CH:3][CH:2]=1.[C:18]1([N:24]2[CH2:29][CH2:28][NH:27][CH2:26][CH2:25]2)[CH:23]=[CH:22][CH:21]=[CH:20][CH:19]=1.[BH-](OC(C)=O)(OC(C)=O)OC(C)=O.[Na+]. Given the product [C:18]1([N:24]2[CH2:29][CH2:28][N:27]([CH2:16][CH2:15][CH2:14][C:12]3[O:11][N:10]=[C:9]([CH:8]=[CH:7][C:1]4[CH:6]=[CH:5][CH:4]=[CH:3][CH:2]=4)[CH:13]=3)[CH2:26][CH2:25]2)[CH:23]=[CH:22][CH:21]=[CH:20][CH:19]=1, predict the reactants needed to synthesize it. (9) Given the product [Br:23][C:2]1[S:1][C:10]2[CH2:9][CH2:8][CH2:7][N:6]([C:11]([O:13][CH2:14][CH3:15])=[O:12])[CH2:5][C:4]=2[CH:3]=1, predict the reactants needed to synthesize it. The reactants are: [S:1]1[C:10]2[CH2:9][CH2:8][CH2:7][N:6]([C:11]([O:13][CH2:14][CH3:15])=[O:12])[CH2:5][C:4]=2[CH:3]=[CH:2]1.C1C(=O)N([Br:23])C(=O)C1.